Dataset: Full USPTO retrosynthesis dataset with 1.9M reactions from patents (1976-2016). Task: Predict the reactants needed to synthesize the given product. (1) Given the product [F:38][C:35]1[CH:36]=[CH:37][C:32]([C:11]2[N:12]=[C:13]([C:15]3([CH2:28][CH2:29][O:30][CH3:31])[CH2:20][CH2:19][NH:18][CH2:17][CH2:16]3)[NH:14][C:10]=2[C:8]2[CH:7]=[CH:6][C:5]3[N:4]([N:3]=[CH:2][N:1]=3)[CH:9]=2)=[N:33][C:34]=1[CH3:39], predict the reactants needed to synthesize it. The reactants are: [N:1]1[CH:2]=[N:3][N:4]2[CH:9]=[C:8]([C:10]3[NH:14][C:13]([C:15]4([CH2:28][CH2:29][O:30][CH3:31])[CH2:20][CH2:19][N:18](C(OC(C)(C)C)=O)[CH2:17][CH2:16]4)=[N:12][C:11]=3[C:32]3[CH:37]=[CH:36][C:35]([F:38])=[C:34]([CH3:39])[N:33]=3)[CH:7]=[CH:6][C:5]=12.C(Cl)Cl.B(Br)(Br)Br.C([O-])(O)=O.[Na+]. (2) Given the product [Cl:1][C:2]1[C:10]2[C:5](=[CH:6][CH:7]=[CH:8][CH:9]=2)[N:4]([CH2:18][C:19]([N:21]2[CH2:22][CH2:23][N:24]([C:27]3[CH:32]=[CH:31][C:30]([F:33])=[CH:29][CH:28]=3)[CH2:25][CH2:26]2)=[O:20])[N:3]=1, predict the reactants needed to synthesize it. The reactants are: [Cl:1][C:2]1[C:10]2[C:5](=[CH:6][CH:7]=[CH:8][CH:9]=2)[NH:4][N:3]=1.C([O-])([O-])=O.[K+].[K+].Cl[CH2:18][C:19]([N:21]1[CH2:26][CH2:25][N:24]([C:27]2[CH:32]=[CH:31][C:30]([F:33])=[CH:29][CH:28]=2)[CH2:23][CH2:22]1)=[O:20].CN(C=O)C. (3) Given the product [Br:29][C:28]1[CH:27]=[CH:26][CH:25]=[C:24]([N:1]2[CH2:2][CH2:3][N:4]3[C:12]4[CH2:11][CH2:10][CH2:9][CH2:8][C:7]=4[CH:6]=[C:5]3[C:13]2=[O:15])[C:23]=1[CH2:22][O:21][C:18](=[O:20])[CH3:19], predict the reactants needed to synthesize it. The reactants are: [NH2:1][CH2:2][CH2:3][N:4]1[C:12]2[CH2:11][CH2:10][CH2:9][CH2:8][C:7]=2[CH:6]=[C:5]1[C:13]([O:15]CC)=O.[C:18]([O:21][CH2:22][C:23]1[C:28]([Br:29])=[CH:27][CH:26]=[CH:25][C:24]=1Br)(=[O:20])[CH3:19].C([O-])([O-])=O.[Cs+].[Cs+].